Dataset: Full USPTO retrosynthesis dataset with 1.9M reactions from patents (1976-2016). Task: Predict the reactants needed to synthesize the given product. (1) Given the product [CH3:25][C:26]1([CH3:33])[O:30][C@@H:2]([CH2:1][O:4][C:5]2[C:14]3[C:9](=[CH:10][C:11]([O:15][CH3:16])=[CH:12][CH:13]=3)[C:8]([C:17]3[CH:22]=[CH:21][CH:20]=[CH:19][CH:18]=3)=[C:7]([C:23]#[N:24])[N:6]=2)[CH2:3][O:27]1, predict the reactants needed to synthesize it. The reactants are: [CH2:1]([O:4][C:5]1[C:14]2[C:9](=[CH:10][C:11]([O:15][CH3:16])=[CH:12][CH:13]=2)[C:8]([C:17]2[CH:22]=[CH:21][CH:20]=[CH:19][CH:18]=2)=[C:7]([C:23]#[N:24])[N:6]=1)[CH:2]=[CH2:3].[CH3:25][C:26]1([CH3:33])[O:30][C@@H](CO)C[O:27]1. (2) Given the product [F:17][C:18]1[CH:19]=[CH:20][C:21]([CH2:22][CH:23]2[CH2:24][CH2:25][N:26]([C:13]([C:9]3[NH:10][C:11]4[CH:12]=[C:4]5[O:3][C:2](=[O:1])[NH:16][C:5]5=[CH:6][C:7]=4[CH:8]=3)=[O:15])[CH2:27][CH2:28]2)=[CH:29][CH:30]=1, predict the reactants needed to synthesize it. The reactants are: [O:1]=[C:2]1[NH:16][C:5]2=[CH:6][C:7]3[CH:8]=[C:9]([C:13]([OH:15])=O)[NH:10][C:11]=3[CH:12]=[C:4]2[O:3]1.[F:17][C:18]1[CH:30]=[CH:29][C:21]([CH2:22][CH:23]2[CH2:28][CH2:27][NH:26][CH2:25][CH2:24]2)=[CH:20][CH:19]=1. (3) Given the product [Cl-:18].[CH:7](=[N+:1]1[CH2:6][CH2:5][CH2:4][CH2:3][CH2:2]1)[C:8]1[CH:13]=[CH:12][CH:11]=[CH:10][CH:9]=1, predict the reactants needed to synthesize it. The reactants are: [NH:1]1[CH2:6][CH2:5][CH2:4][CH2:3][CH2:2]1.[CH:7](=O)[C:8]1[CH:13]=[CH:12][CH:11]=[CH:10][CH:9]=1.C([Cl:18])(=O)C. (4) Given the product [Cl:1][C:2]1[CH:11]=[C:10]2[C:5]([C:6]([N:12]3[CH2:17][CH2:16][N:15]([C:25](=[N:26][C:27]#[N:28])[O:24][C:21]4[CH:22]=[CH:23][CH:18]=[CH:19][CH:20]=4)[CH2:14][CH2:13]3)=[CH:7][CH:8]=[N:9]2)=[CH:4][CH:3]=1, predict the reactants needed to synthesize it. The reactants are: [Cl:1][C:2]1[CH:11]=[C:10]2[C:5]([C:6]([N:12]3[CH2:17][CH2:16][NH:15][CH2:14][CH2:13]3)=[CH:7][CH:8]=[N:9]2)=[CH:4][CH:3]=1.[CH:18]1[CH:23]=[CH:22][C:21]([O:24][C:25](OC2C=CC=CC=2)=[N:26][C:27]#[N:28])=[CH:20][CH:19]=1.